From a dataset of Reaction yield outcomes from USPTO patents with 853,638 reactions. Predict the reaction yield, written as a fraction of the theoretical maximum amount of product (1.0 means a 100% yield; for example, 0.34 means a 34% yield). (1) The reactants are [Br:1][C:2]1[CH:7]=[CH:6][C:5]([O:8][CH3:9])=[CH:4][C:3]=1[NH2:10].C(O[CH:14]=[C:15]([C:21]([O:23][CH2:24][CH3:25])=[O:22])[C:16]([O:18][CH2:19][CH3:20])=[O:17])C. No catalyst specified. The product is [CH2:19]([O:18][C:16](=[O:17])[C:15](=[CH:14][NH:10][C:3]1[CH:4]=[C:5]([O:8][CH3:9])[CH:6]=[CH:7][C:2]=1[Br:1])[C:21]([O:23][CH2:24][CH3:25])=[O:22])[CH3:20]. The yield is 0.810. (2) The catalyst is COCCOC.O. The yield is 0.690. The reactants are Br[C:2]1[N:6](S(C2C=CC=CC=2)(=O)=O)[CH:5]=[C:4]([CH:16]=[O:17])[C:3]=1[CH3:18].[C:19]1(B(O)O)[CH:24]=[CH:23][CH:22]=[CH:21][CH:20]=1.C(=O)([O-])[O-].[Na+].[Na+].[OH-].[Na+]. The product is [CH3:18][C:3]1[C:4]([CH:16]=[O:17])=[CH:5][NH:6][C:2]=1[C:19]1[CH:24]=[CH:23][CH:22]=[CH:21][CH:20]=1. (3) The reactants are [CH:1]([Si:4]([CH:20]([CH3:22])[CH3:21])([CH:17]([CH3:19])[CH3:18])[O:5][C:6]1[CH:11]=[CH:10][C:9]([N+:12]([O-])=O)=[CH:8][C:7]=1[O:15][CH3:16])([CH3:3])[CH3:2].[H][H]. The catalyst is CCO.[Pd]. The product is [CH3:16][O:15][C:7]1[CH:8]=[C:9]([NH2:12])[CH:10]=[CH:11][C:6]=1[O:5][Si:4]([CH:17]([CH3:19])[CH3:18])([CH:20]([CH3:22])[CH3:21])[CH:1]([CH3:3])[CH3:2]. The yield is 0.776. (4) The reactants are C([O:3][C:4](=[O:33])[CH2:5][CH2:6][C:7]1[N:8]([C:23]2[CH:28]=[CH:27][C:26]([C:29](=[O:31])[NH2:30])=[CH:25][C:24]=2[CH3:32])[C:9]([C:12]2[CH:17]=[CH:16][C:15]([C:18]3[N:19]=[N:20][NH:21][N:22]=3)=[CH:14][CH:13]=2)=[CH:10][CH:11]=1)C.[OH-].[Li+]. The catalyst is CO.C1COCC1. The product is [N:22]1[NH:21][N:20]=[N:19][C:18]=1[C:15]1[CH:16]=[CH:17][C:12]([C:9]2[N:8]([C:23]3[CH:28]=[CH:27][C:26]([C:29](=[O:31])[NH2:30])=[CH:25][C:24]=3[CH3:32])[C:7]([CH2:6][CH2:5][C:4]([OH:33])=[O:3])=[CH:11][CH:10]=2)=[CH:13][CH:14]=1. The yield is 0.950.